From a dataset of TCR-epitope binding with 47,182 pairs between 192 epitopes and 23,139 TCRs. Binary Classification. Given a T-cell receptor sequence (or CDR3 region) and an epitope sequence, predict whether binding occurs between them. The epitope is FIAGLIAIV. The TCR CDR3 sequence is CASSQPVPGVNSPLHF. Result: 1 (the TCR binds to the epitope).